Predict the reaction yield, written as a fraction of the theoretical maximum amount of product (1.0 means a 100% yield; for example, 0.34 means a 34% yield). From a dataset of Reaction yield outcomes from USPTO patents with 853,638 reactions. (1) The reactants are Cl[C:2]1[CH:3]=[CH:4][C:5]2[NH:6][C:7](=[O:20])[N:8]3[C:16]4[CH:15]=[CH:14][C:13]([F:17])=[CH:12][C:11]=4[CH:10]=[C:9]3[C:18]=2[N:19]=1.[F:21][C:22]1[CH:27]=[CH:26][C:25]([C:28]2[O:29][C:30]3[CH:40]=[C:39]([N:41]([CH3:46])[S:42]([CH3:45])(=[O:44])=[O:43])[C:38](B4OC(C)(C)C(C)(C)O4)=[CH:37][C:31]=3[C:32]=2[C:33]([NH:35][CH3:36])=[O:34])=[CH:24][CH:23]=1.CC(C1C=C(C(C)C)C(C2C=CC=CC=2P(C2CCCCC2)C2CCCCC2)=C(C(C)C)C=1)C. The catalyst is O1CCOCC1.O.O.C1C=CC(/C=C/C(/C=C/C2C=CC=CC=2)=O)=CC=1.C1C=CC(/C=C/C(/C=C/C2C=CC=CC=2)=O)=CC=1.C1C=CC(/C=C/C(/C=C/C2C=CC=CC=2)=O)=CC=1.[Pd].[Pd]. The product is [F:17][C:13]1[CH:14]=[CH:15][C:16]2[N:8]3[C:7](=[O:20])[NH:6][C:5]4[CH:4]=[CH:3][C:2]([C:38]5[C:39]([N:41]([CH3:46])[S:42]([CH3:45])(=[O:44])=[O:43])=[CH:40][C:30]6[O:29][C:28]([C:25]7[CH:26]=[CH:27][C:22]([F:21])=[CH:23][CH:24]=7)=[C:32]([C:33]([NH:35][CH3:36])=[O:34])[C:31]=6[CH:37]=5)=[N:19][C:18]=4[C:9]3=[CH:10][C:11]=2[CH:12]=1. The yield is 0.480. (2) The product is [Cl:20][C:5]1[C:6]([NH:8][C@@H:9]2[CH2:14][CH2:13][CH2:12][CH2:11][C@H:10]2[NH:15][S:16]([CH3:19])(=[O:18])=[O:17])=[N:7][C:2]([NH:21][C:22]2[CH:37]=[CH:36][C:25]3[N:26]([CH2:34][CH3:35])[C:27](=[O:33])[CH2:28][CH2:29][C:30]([CH3:31])([CH3:32])[C:24]=3[CH:23]=2)=[N:3][CH:4]=1. The reactants are Cl[C:2]1[N:7]=[C:6]([NH:8][C@@H:9]2[CH2:14][CH2:13][CH2:12][CH2:11][C@H:10]2[NH:15][S:16]([CH3:19])(=[O:18])=[O:17])[C:5]([Cl:20])=[CH:4][N:3]=1.[NH2:21][C:22]1[CH:37]=[CH:36][C:25]2[N:26]([CH2:34][CH3:35])[C:27](=[O:33])[CH2:28][CH2:29][C:30]([CH3:32])([CH3:31])[C:24]=2[CH:23]=1.Cl. The yield is 0.380. The catalyst is O1CCOCC1.COCCO.